The task is: Predict the reactants needed to synthesize the given product.. This data is from Full USPTO retrosynthesis dataset with 1.9M reactions from patents (1976-2016). Given the product [F:16][C:17]1[CH:24]=[CH:23][C:20]([CH2:21][NH:22][C:3]([C:5]2[C:14]([OH:15])=[C:13]3[C:8]([CH:9]=[CH:10][CH:11]=[N:12]3)=[CH:7][N:6]=2)=[O:4])=[CH:19][CH:18]=1, predict the reactants needed to synthesize it. The reactants are: CO[C:3]([C:5]1[C:14]([OH:15])=[C:13]2[C:8]([CH:9]=[CH:10][CH:11]=[N:12]2)=[CH:7][N:6]=1)=[O:4].[F:16][C:17]1[CH:24]=[CH:23][C:20]([CH2:21][NH2:22])=[CH:19][CH:18]=1.CC(O)=O.O.